Task: Predict the reaction yield, written as a fraction of the theoretical maximum amount of product (1.0 means a 100% yield; for example, 0.34 means a 34% yield).. Dataset: Reaction yield outcomes from USPTO patents with 853,638 reactions The reactants are [CH3:1][O:2][C:3](=[O:37])[C@@H:4]([NH:14][C:15]([C:17]1[C:18]([CH3:36])=[N:19][C:20]([NH:24][CH2:25][CH2:26][CH2:27][C:28]2[CH:33]=[C:32]([OH:34])[CH:31]=[CH:30][C:29]=2[F:35])=[N:21][C:22]=1[CH3:23])=[O:16])[CH2:5][NH:6][C:7]([O:9]C(C)(C)C)=O.C(N(CC)CC)C.[S:45]1[CH:49]=[CH:48][CH:47]=[C:46]1C(O)=O.CN(C(ON1N=NC2C=CC=CC1=2)=[N+](C)C)C.F[P-](F)(F)(F)(F)F.C1C=CC2N(O)N=NC=2C=1. The catalyst is CO.O1CCOCC1. The product is [CH3:1][O:2][C:3](=[O:37])[C@@H:4]([NH:14][C:15]([C:17]1[C:22]([CH3:23])=[N:21][C:20]([NH:24][CH2:25][CH2:26][CH2:27][C:28]2[CH:33]=[C:32]([OH:34])[CH:31]=[CH:30][C:29]=2[F:35])=[N:19][C:18]=1[CH3:36])=[O:16])[CH2:5][NH:6][C:7]([C:46]1[S:45][CH:49]=[CH:48][CH:47]=1)=[O:9]. The yield is 0.690.